From a dataset of Full USPTO retrosynthesis dataset with 1.9M reactions from patents (1976-2016). Predict the reactants needed to synthesize the given product. The reactants are: [F:1][C@@H:2]1[CH2:7][NH:6][C@@H:5]([CH3:8])[CH2:4][C@@H:3]1[O:9][C:10]1[CH:17]=[CH:16][C:15]([C:18]2[N:23]=[C:22]([NH:24][C:25]3[CH:30]=[CH:29][C:28]([N:31]4[CH2:36][CH2:35][N:34]([CH:37]5[CH2:40][O:39][CH2:38]5)[CH2:33][CH2:32]4)=[CH:27][CH:26]=3)[N:21]=[CH:20][N:19]=2)=[CH:14][C:11]=1[C:12]#[N:13].[C:41](O)(=[O:45])[C@@H:42]([CH3:44])[OH:43].CN(C(ON1N=NC2C=CC=NC1=2)=[N+](C)C)C.F[P-](F)(F)(F)(F)F.CCN(C(C)C)C(C)C. Given the product [F:1][C@@H:2]1[CH2:7][N:6]([C:41](=[O:45])[C@H:42]([OH:43])[CH3:44])[C@@H:5]([CH3:8])[CH2:4][CH:3]1[O:9][C:10]1[CH:17]=[CH:16][C:15]([C:18]2[N:23]=[C:22]([NH:24][C:25]3[CH:26]=[CH:27][C:28]([N:31]4[CH2:36][CH2:35][N:34]([CH:37]5[CH2:38][O:39][CH2:40]5)[CH2:33][CH2:32]4)=[CH:29][CH:30]=3)[N:21]=[CH:20][N:19]=2)=[CH:14][C:11]=1[C:12]#[N:13], predict the reactants needed to synthesize it.